This data is from Forward reaction prediction with 1.9M reactions from USPTO patents (1976-2016). The task is: Predict the product of the given reaction. (1) Given the reactants [CH3:1][O:2][C:3]1[CH:37]=[C:36]([O:38][CH3:39])[CH:35]=[CH:34][C:4]=1[CH2:5][N:6]1[C:9](=[O:10])[C@@H:8]([NH:11][C:12](=[O:21])[O:13][CH2:14][C:15]2[CH:20]=[CH:19][CH:18]=[CH:17][CH:16]=2)[C@H:7]1[CH2:22][N:23]1C(=O)C2C(=CC=CC=2)C1=O.O.NN, predict the reaction product. The product is: [NH2:23][CH2:22][C@@H:7]1[C@H:8]([NH:11][C:12](=[O:21])[O:13][CH2:14][C:15]2[CH:16]=[CH:17][CH:18]=[CH:19][CH:20]=2)[C:9](=[O:10])[N:6]1[CH2:5][C:4]1[CH:34]=[CH:35][C:36]([O:38][CH3:39])=[CH:37][C:3]=1[O:2][CH3:1]. (2) Given the reactants [OH:1][CH2:2][CH2:3][O:4][CH2:5][CH2:6][NH:7][C:8](=[O:14])[O:9][C:10]([CH3:13])([CH3:12])[CH3:11].C(N(CC)CC)C.[CH3:22][S:23](Cl)(=[O:25])=[O:24], predict the reaction product. The product is: [CH3:22][S:23]([O:1][CH2:2][CH2:3][O:4][CH2:5][CH2:6][NH:7][C:8]([O:9][C:10]([CH3:11])([CH3:13])[CH3:12])=[O:14])(=[O:25])=[O:24]. (3) Given the reactants [Br:1][C:2]1[CH:3]=[C:4]2[C:8](=[CH:9][CH:10]=1)[NH:7][C:6](=[O:11])[C:5]2=O.[OH-:13].[K+].[F:15][C:16]([F:28])([F:27])[C:17]1[CH:18]=[C:19]([C:23](=O)[CH2:24][CH3:25])[CH:20]=[CH:21][CH:22]=1.Cl, predict the reaction product. The product is: [Br:1][C:2]1[CH:3]=[C:4]2[C:8](=[CH:9][CH:10]=1)[N:7]=[C:23]([C:19]1[CH:20]=[CH:21][CH:22]=[C:17]([C:16]([F:15])([F:27])[F:28])[CH:18]=1)[C:24]([CH3:25])=[C:5]2[C:6]([OH:11])=[O:13]. (4) Given the reactants Cl.[NH2:2][CH2:3][C:4]1[CH:9]=[CH:8][C:7](B(O)O)=[CH:6][CH:5]=1.[CH3:13][O:14][C:15]1[CH:20]=[CH:19][C:18]([C:21]2[CH2:22][C@@H:23]3[N:29]([CH:30]=2)[C:28](=[O:31])[C:27]2[CH:32]=[C:33]([O:74][CH3:75])[C:34]([O:36][CH2:37][CH2:38][CH2:39][O:40][C:41]4[C:71]([O:72][CH3:73])=[CH:70][C:44]5[C:45](=[O:69])[N:46]6[CH:61]=[C:60](S(C(F)(F)F)(=O)=O)[CH2:59][C@H:47]6[C:48](=[O:58])[N:49]([CH2:50][O:51][CH2:52][CH2:53][Si:54]([CH3:57])([CH3:56])[CH3:55])[C:43]=5[CH:42]=4)=[CH:35][C:26]=2[N:25]([CH2:76][O:77][CH2:78][CH2:79][Si:80]([CH3:83])([CH3:82])[CH3:81])[C:24]3=[O:84])=[CH:17][CH:16]=1.C(=O)([O-])[O-].[Na+].[Na+], predict the reaction product. The product is: [NH2:2][CH2:3][C:4]1[CH:9]=[CH:8][C:7]([C:60]2[CH2:59][C@@H:47]3[N:46]([CH:61]=2)[C:45](=[O:69])[C:44]2[CH:70]=[C:71]([O:72][CH3:73])[C:41]([O:40][CH2:39][CH2:38][CH2:37][O:36][C:34]4[C:33]([O:74][CH3:75])=[CH:32][C:27]5[C:28](=[O:31])[N:29]6[CH:30]=[C:21]([C:18]7[CH:17]=[CH:16][C:15]([O:14][CH3:13])=[CH:20][CH:19]=7)[CH2:22][C@H:23]6[C:24](=[O:84])[N:25]([CH2:76][O:77][CH2:78][CH2:79][Si:80]([CH3:81])([CH3:83])[CH3:82])[C:26]=5[CH:35]=4)=[CH:42][C:43]=2[N:49]([CH2:50][O:51][CH2:52][CH2:53][Si:54]([CH3:55])([CH3:56])[CH3:57])[C:48]3=[O:58])=[CH:6][CH:5]=1. (5) The product is: [Cl:24][C:6]1[C:5]([F:25])=[C:4]2[C:9]([C:10]([S:11][C:12]3[C:13]([F:23])=[C:14]([CH:20]=[CH:21][CH:22]=3)[C:15]([O:17][CH2:18][CH3:19])=[O:16])=[C:2]([CH:33]3[CH2:35][CH2:34]3)[N:3]2[C:26]2[CH:27]=[N:28][N:29]([CH2:31][CH3:32])[CH:30]=2)=[CH:8][CH:7]=1. Given the reactants Br[C:2]1[N:3]([C:26]2[CH:27]=[N:28][N:29]([CH2:31][CH3:32])[CH:30]=2)[C:4]2[C:9]([C:10]=1[S:11][C:12]1[C:13]([F:23])=[C:14]([CH:20]=[CH:21][CH:22]=1)[C:15]([O:17][CH2:18][CH3:19])=[O:16])=[CH:8][CH:7]=[C:6]([Cl:24])[C:5]=2[F:25].[CH:33]1(B(O)O)[CH2:35][CH2:34]1.C1(P(C2CCCCC2)C2CCCCC2)CCCCC1.P([O-])([O-])([O-])=O.[K+].[K+].[K+], predict the reaction product. (6) Given the reactants [C:1]1([C@@:7]2([CH2:19][CH2:20][NH:21][C:22](=[O:28])[O:23][C:24]([CH3:27])([CH3:26])[CH3:25])[CH2:9][C@H:8]2[CH2:10][O:11]CC2C=CC=CC=2)[CH:6]=[CH:5][CH:4]=[CH:3][CH:2]=1, predict the reaction product. The product is: [OH:11][CH2:10][C@@H:8]1[CH2:9][C@:7]1([CH2:19][CH2:20][NH:21][C:22](=[O:28])[O:23][C:24]([CH3:26])([CH3:25])[CH3:27])[C:1]1[CH:2]=[CH:3][CH:4]=[CH:5][CH:6]=1.